Task: Predict which catalyst facilitates the given reaction.. Dataset: Catalyst prediction with 721,799 reactions and 888 catalyst types from USPTO (1) The catalyst class is: 4. Reactant: [O:1]=[C:2]1[CH:6]=[CH:5][C:4](=[O:7])[N:3]1[CH2:8][CH2:9][CH2:10][CH2:11][CH2:12][C:13]([N:15]1[CH2:19][CH2:18][CH2:17][C@H:16]1[C:20]([N:22]1[CH2:26][CH2:25][CH2:24][C@H:23]1[C:27]([O:29]C(C)(C)C)=[O:28])=[O:21])=[O:14].FC(F)(F)C(O)=O. Product: [O:7]=[C:4]1[CH:5]=[CH:6][C:2](=[O:1])[N:3]1[CH2:8][CH2:9][CH2:10][CH2:11][CH2:12][C:13]([N:15]1[CH2:19][CH2:18][CH2:17][C@H:16]1[C:20]([N:22]1[CH2:26][CH2:25][CH2:24][C@H:23]1[C:27]([OH:29])=[O:28])=[O:21])=[O:14]. (2) Reactant: Br[C:2]1[CH:3]=[C:4]([C:27]#[N:28])[C:5]([N:11]2[CH2:16][CH2:15][N:14]([C:17]([O:19][C:20]([CH3:23])([CH3:22])[CH3:21])=[O:18])[C@H:13]([CH:24]3[CH2:26][CH2:25]3)[CH2:12]2)=[N:6][C:7]=1[CH:8]1[CH2:10][CH2:9]1.[Cl:29][C:30]1[CH:35]=[C:34]([NH2:36])[CH:33]=[CH:32][N:31]=1.C1C=CC(P(C2C(C3C(P(C4C=CC=CC=4)C4C=CC=CC=4)=CC=C4C=3C=CC=C4)=C3C(C=CC=C3)=CC=2)C2C=CC=CC=2)=CC=1.C([O-])([O-])=O.[Cs+].[Cs+]. Product: [C:20]([O:19][C:17]([N:14]1[CH2:15][CH2:16][N:11]([C:5]2[C:4]([C:27]#[N:28])=[CH:3][C:2]([NH:36][C:34]3[CH:33]=[CH:32][N:31]=[C:30]([Cl:29])[CH:35]=3)=[C:7]([CH:8]3[CH2:10][CH2:9]3)[N:6]=2)[CH2:12][C@H:13]1[CH:24]1[CH2:26][CH2:25]1)=[O:18])([CH3:23])([CH3:22])[CH3:21]. The catalyst class is: 231. (3) Reactant: [O:1]([C:8]1[S:9][CH:10]=[C:11]([C:13](OC)=[O:14])[N:12]=1)[C:2]1[CH:7]=[CH:6][CH:5]=[CH:4][CH:3]=1.[BH4-].[Na+]. Product: [O:1]([C:8]1[S:9][CH:10]=[C:11]([CH2:13][OH:14])[N:12]=1)[C:2]1[CH:3]=[CH:4][CH:5]=[CH:6][CH:7]=1. The catalyst class is: 14. (4) Reactant: [OH-:1].[C:2]1(/[CH:8]=[CH:9]/B(O)O)[CH:7]=[CH:6][CH:5]=[CH:4][CH:3]=1. Product: [CH:9](/[C:4]1[CH:5]=[CH:6][C:7]2[O:1][C:9]3[CH:4]=[CH:3][C:2](/[CH:9]=[CH:8]/[C:2]4[CH:7]=[CH:6][CH:5]=[CH:4][CH:3]=4)=[CH:7][C:8]=3[C:2]=2[CH:3]=1)=[CH:8]\[C:2]1[CH:7]=[CH:6][CH:5]=[CH:4][CH:3]=1. The catalyst class is: 103. (5) Reactant: Br[C:2]1[CH:7]=[C:6]([F:8])[CH:5]=[C:4]([Br:9])[CH:3]=1.[CH3:10][N:11](C=O)C.[Cu]C#N. Product: [Br:9][C:4]1[CH:3]=[C:2]([CH:7]=[C:6]([F:8])[CH:5]=1)[C:10]#[N:11]. The catalyst class is: 17. (6) Reactant: [F:1][CH:2]([CH2:16]O)[CH2:3][N:4]1[CH:8]=[C:7]([C:9]([O:11][C:12]([CH3:15])([CH3:14])[CH3:13])=[O:10])[N:6]=[N:5]1.CO.[C:20](=O)([O-])[O-].[K+].[K+].[N+](=C(P(=O)(OC)OC)C(=O)C)=[N-]. Product: [F:1][CH:2]([C:16]#[CH:20])[CH2:3][N:4]1[CH:8]=[C:7]([C:9]([O:11][C:12]([CH3:15])([CH3:14])[CH3:13])=[O:10])[N:6]=[N:5]1. The catalyst class is: 2. (7) The catalyst class is: 139. Reactant: [CH2:1]([N:8]([CH2:15][C:16]1[CH:21]=[CH:20][CH:19]=[CH:18][CH:17]=1)[CH2:9][CH2:10][CH2:11][C:12]([OH:14])=O)[C:2]1[CH:7]=[CH:6][CH:5]=[CH:4][CH:3]=1.C(N(CC)CC)C.S(Cl)(Cl)=O.[O:33]=[C:34]1[N:38]([CH:39]2[CH2:44][CH2:43][NH:42][CH2:41][CH2:40]2)[C:37]2[CH:45]=[CH:46][CH:47]=[CH:48][C:36]=2[NH:35]1. Product: [CH2:15]([N:8]([CH2:1][C:2]1[CH:3]=[CH:4][CH:5]=[CH:6][CH:7]=1)[CH2:9][CH2:10][CH2:11][C:12]([N:42]1[CH2:41][CH2:40][CH:39]([N:38]2[C:37]3[CH:45]=[CH:46][CH:47]=[CH:48][C:36]=3[NH:35][C:34]2=[O:33])[CH2:44][CH2:43]1)=[O:14])[C:16]1[CH:21]=[CH:20][CH:19]=[CH:18][CH:17]=1. (8) Reactant: [CH2:1]([N:8]1[C:20]2[CH:19]=[CH:18][C:17]([C:21]([O:23]CC)=[O:22])=[CH:16][C:15]=2[C:14]2[C:9]1=[CH:10][C:11]([C:29]1[C:30]([CH3:35])=[N:31][O:32][C:33]=1[CH3:34])=[CH:12][C:13]=2[C:26](=[O:28])[NH2:27])[C:2]1[CH:7]=[CH:6][CH:5]=[CH:4][CH:3]=1.[OH-].[Na+]. Product: [CH2:1]([N:8]1[C:20]2[CH:19]=[CH:18][C:17]([C:21]([OH:23])=[O:22])=[CH:16][C:15]=2[C:14]2[C:9]1=[CH:10][C:11]([C:29]1[C:30]([CH3:35])=[N:31][O:32][C:33]=1[CH3:34])=[CH:12][C:13]=2[C:26](=[O:28])[NH2:27])[C:2]1[CH:3]=[CH:4][CH:5]=[CH:6][CH:7]=1. The catalyst class is: 36. (9) Reactant: [CH3:1][C:2]1[CH:3]=[C:4]([CH2:9][CH:10]([NH2:13])[CH2:11][CH3:12])[CH:5]=[CH:6][C:7]=1[CH3:8].[CH:14](OCC)=[O:15].C(N(CC)CC)C. Product: [CH3:1][C:2]1[CH:3]=[C:4]([CH2:9][CH:10]([NH:13][CH:14]=[O:15])[CH2:11][CH3:12])[CH:5]=[CH:6][C:7]=1[CH3:8]. The catalyst class is: 8. (10) Reactant: [N:1]([C:4]1[CH:9]=[CH:8][C:7]([CH2:10][CH2:11][C:12]([OH:14])=O)=[CH:6][CH:5]=1)=[N+:2]=[N-:3].CCN(C(C)C)C(C)C.FC(F)(F)C(OC1C(F)=C(F)C(F)=C(F)C=1F)=O.[NH2:42][CH2:43][CH2:44][CH2:45][Si:46]([O:51][CH3:52])([O:49][CH3:50])[O:47][CH3:48]. Product: [N:1]([C:4]1[CH:5]=[CH:6][C:7]([CH2:10][CH2:11][C:12]([NH:42][CH2:43][CH2:44][CH2:45][Si:46]([O:51][CH3:52])([O:47][CH3:48])[O:49][CH3:50])=[O:14])=[CH:8][CH:9]=1)=[N+:2]=[N-:3]. The catalyst class is: 1.